From a dataset of Reaction yield outcomes from USPTO patents with 853,638 reactions. Predict the reaction yield, written as a fraction of the theoretical maximum amount of product (1.0 means a 100% yield; for example, 0.34 means a 34% yield). (1) The reactants are [Br:1][C:2]1[CH:7]=[C:6]([N+:8]([O-:10])=[O:9])[C:5]([NH:11]C(=O)C(F)(F)F)=[C:4]([CH:18]2[CH2:22][CH2:21][CH2:20][O:19]2)[C:3]=1[F:23].O1CCOCC1.S(=O)(=O)(O)O.C([O-])(O)=O.[Na+]. The catalyst is CCOC(C)=O. The product is [Br:1][C:2]1[CH:7]=[C:6]([N+:8]([O-:10])=[O:9])[C:5]([NH2:11])=[C:4]([CH:18]2[CH2:22][CH2:21][CH2:20][O:19]2)[C:3]=1[F:23]. The yield is 0.940. (2) The reactants are Br[CH2:2][CH:3]1[N:14]2[C:15]3[C:10]([C:11](=[O:17])[NH:12][C:13]2=[O:16])=[CH:9][CH:8]=[CH:7][C:6]=3[CH2:5][CH2:4]1.[CH3:18][NH:19][CH3:20].C(=O)([O-])[O-].[K+].[K+]. The catalyst is CN(C)C=O. The product is [CH3:18][N:19]([CH2:2][CH:3]1[N:14]2[C:15]3[C:10]([C:11](=[O:17])[NH:12][C:13]2=[O:16])=[CH:9][CH:8]=[CH:7][C:6]=3[CH2:5][CH2:4]1)[CH3:20]. The yield is 0.220. (3) The reactants are Cl[C:2]1[C:7]([O:8][CH3:9])=[C:6]([Cl:10])[N:5]=[CH:4][N:3]=1.[C:11]([O:15][C:16]([N:18]1[CH2:23][CH2:22][CH:21]([OH:24])[CH2:20][CH2:19]1)=[O:17])([CH3:14])([CH3:13])[CH3:12].CC(C)([O-])C.[K+].[Cl-].[NH4+]. The catalyst is C1COCC1. The product is [C:11]([O:15][C:16]([N:18]1[CH2:23][CH2:22][CH:21]([O:24][C:2]2[C:7]([O:8][CH3:9])=[C:6]([Cl:10])[N:5]=[CH:4][N:3]=2)[CH2:20][CH2:19]1)=[O:17])([CH3:14])([CH3:12])[CH3:13]. The yield is 0.948. (4) The reactants are [CH2:1]([N:5]([CH3:12])[CH2:6][CH2:7][C:8]([CH3:11])([NH2:10])[CH3:9])[CH2:2][CH2:3][CH3:4].[C:13](ON1C(=O)CCC1=O)([O:15][CH2:16][C:17]1[CH:22]=[CH:21][CH:20]=[CH:19][CH:18]=1)=[O:14]. The catalyst is C1COCC1. The product is [CH2:1]([N:5]([CH3:12])[CH2:6][CH2:7][C:8]([NH:10][C:13](=[O:14])[O:15][CH2:16][C:17]1[CH:22]=[CH:21][CH:20]=[CH:19][CH:18]=1)([CH3:11])[CH3:9])[CH2:2][CH2:3][CH3:4]. The yield is 0.400. (5) The reactants are [Cl:1][C:2]1[CH:7]=[CH:6][C:5]([O:8]C)=[CH:4][C:3]=1[C:10]1[CH:20]=[C:19]([CH3:21])[C:13]2[N:14]=[C:15]([NH2:18])[N:16]=[N:17][C:12]=2[CH:11]=1.B(Br)(Br)Br. The catalyst is C(Cl)Cl. The product is [NH2:18][C:15]1[N:16]=[N:17][C:12]2[CH:11]=[C:10]([C:3]3[CH:4]=[C:5]([OH:8])[CH:6]=[CH:7][C:2]=3[Cl:1])[CH:20]=[C:19]([CH3:21])[C:13]=2[N:14]=1. The yield is 0.730.